From a dataset of Reaction yield outcomes from USPTO patents with 853,638 reactions. Predict the reaction yield, written as a fraction of the theoretical maximum amount of product (1.0 means a 100% yield; for example, 0.34 means a 34% yield). The reactants are [CH:1]([C:3]1[CH:4]=[C:5](B(O)O)[CH:6]=[CH:7][C:8]=1[O:9][CH3:10])=[O:2].Br[C:15]1[CH:16]=[N:17][CH:18]=[CH:19][CH:20]=1.C(=O)([O-])[O-].[Cs+].[Cs+]. The catalyst is C1(C)C=CC=CC=1.C(O)C. The product is [CH3:10][O:9][C:8]1[CH:7]=[CH:6][C:5]([C:15]2[CH:16]=[N:17][CH:18]=[CH:19][CH:20]=2)=[CH:4][C:3]=1[CH:1]=[O:2]. The yield is 0.320.